From a dataset of Aqueous solubility values for 9,982 compounds from the AqSolDB database. Regression/Classification. Given a drug SMILES string, predict its absorption, distribution, metabolism, or excretion properties. Task type varies by dataset: regression for continuous measurements (e.g., permeability, clearance, half-life) or binary classification for categorical outcomes (e.g., BBB penetration, CYP inhibition). For this dataset (solubility_aqsoldb), we predict Y. (1) The molecule is Nc1ccc(Nc2ccc([N+](=O)[O-])cc2S(=O)(=O)O)cc1. The Y is -1.60 log mol/L. (2) The drug is Cc1[nH]c(=O)n(C(C)C)c(=O)c1Br. The Y is -2.06 log mol/L. (3) The molecule is Nc1ccc(N=Nc2ccc(S(=O)(=O)Nc3ccc(N=Nc4c(S(=O)(=O)[O-])cc5cc(S(=O)(=O)[O-])c(N=Nc6ccccc6)c(O)c5c4N)cc3)cc2)c(N)c1.[Na+].[Na+]. The Y is -0.603 log mol/L. (4) The molecule is O=C(O)CC[Ge](=O)O[Ge](=O)CCC(=O)O. The Y is -1.49 log mol/L. (5) The compound is CC(C)COC(=O)C(C)C. The Y is -2.16 log mol/L. (6) The compound is CC1(C)OC(=O)C[C@@H]1C(=O)[O-]. The Y is -1.24 log mol/L. (7) The drug is C#CC(C)(C)O. The Y is 1.08 log mol/L.